Dataset: Full USPTO retrosynthesis dataset with 1.9M reactions from patents (1976-2016). Task: Predict the reactants needed to synthesize the given product. (1) The reactants are: [F:1][C:2]1([CH2:9][C:10]([C:12]2[CH:17]=[CH:16][CH:15]=[CH:14][CH:13]=2)=[O:11])[CH:7]=[CH:6][N:5]=[C:4]([F:8])[CH2:3]1.[Br:18]Br. Given the product [F:1][C:2]1([CH:9]([Br:18])[C:10]([C:12]2[CH:17]=[CH:16][CH:15]=[CH:14][CH:13]=2)=[O:11])[CH:7]=[CH:6][N:5]=[C:4]([F:8])[CH2:3]1, predict the reactants needed to synthesize it. (2) Given the product [CH3:1][O:2][C:3]1[CH:8]=[C:7]([C:9]2[N:13]([CH3:14])[CH:12]=[N:11][CH:10]=2)[CH:6]=[CH:5][C:4]=1[NH:15][C:16]1[N:23]=[CH:24][C:25]2[CH:31]=[CH:30][N:29]=[C:28]([NH:32][CH2:33][C:34]([CH3:37])([CH3:36])[CH3:35])[C:26]=2[N:27]=1, predict the reactants needed to synthesize it. The reactants are: [CH3:1][O:2][C:3]1[CH:8]=[C:7]([C:9]2[N:13]([CH3:14])[CH:12]=[N:11][CH:10]=2)[CH:6]=[CH:5][C:4]=1[NH:15][CH:16]=O.CS(C1[N:23]=[CH:24][C:25]2[CH:31]=[CH:30][N:29]=[C:28]([NH:32][CH2:33][C:34]([CH3:37])([CH3:36])[CH3:35])[C:26]=2[N:27]=1)(=O)=O. (3) The reactants are: [BH4-].[Na+].[F:3][C:4]1[C:5]([C:10]2[CH2:15][CH2:14][CH2:13][C:12](=[O:16])[CH:11]=2)=[N:6][CH:7]=[CH:8][N:9]=1.[Cl-].[NH4+]. Given the product [F:3][C:4]1[C:5]([C@@H:10]2[CH2:15][CH2:14][CH2:13][C@H:12]([OH:16])[CH2:11]2)=[N:6][CH:7]=[CH:8][N:9]=1.[F:3][C:4]1[C:5]([C@H:10]2[CH2:15][CH2:14][CH2:13][C@H:12]([OH:16])[CH2:11]2)=[N:6][CH:7]=[CH:8][N:9]=1, predict the reactants needed to synthesize it. (4) Given the product [Br:32][CH2:31][CH2:30][CH2:29][O:28][C:24]1[C:23]([I:33])=[CH:22][C:21]([CH2:20][C@@H:11]([C:10]([OH:34])=[O:9])[NH2:12])=[CH:26][C:25]=1[I:27], predict the reactants needed to synthesize it. The reactants are: FC(F)(F)C(O)=O.C[O:9][C:10](=[O:34])[C@H:11]([CH2:20][C:21]1[CH:26]=[C:25]([I:27])[C:24]([O:28][CH2:29][CH2:30][CH2:31][Br:32])=[C:23]([I:33])[CH:22]=1)[NH:12]C(OC(C)(C)C)=O.O.[OH-].[Li+].Cl. (5) Given the product [Br:1][C:2]([CH3:18])([CH3:17])[C:3]([O:5][CH2:6][CH2:7][CH2:8][CH2:9][CH2:10][CH2:11][CH2:12][CH2:13][CH2:14][CH2:15][CH2:16][S:19][CH2:20][CH2:21][CH2:22][Si:23]([O:30][CH2:31][CH3:32])([O:24][CH2:25][CH3:26])[O:27][CH2:28][CH3:29])=[O:4], predict the reactants needed to synthesize it. The reactants are: [Br:1][C:2]([CH3:18])([CH3:17])[C:3]([O:5][CH2:6][CH2:7][CH2:8][CH2:9][CH2:10][CH2:11][CH2:12][CH2:13][CH2:14][CH:15]=[CH2:16])=[O:4].[SH:19][CH2:20][CH2:21][CH2:22][Si:23]([O:30][CH2:31][CH3:32])([O:27][CH2:28][CH3:29])[O:24][CH2:25][CH3:26]. (6) Given the product [C:27]([OH:31])(=[O:29])[CH3:28].[CH2:2]([N:10]([CH3:26])[C:11]1[N:12]=[C:13]([NH:14][CH2:15][C:16]2[CH:21]=[CH:20][C:19]([Cl:22])=[C:18]([Cl:23])[CH:17]=2)[NH:24][C:36]([CH3:38])([CH3:35])[N:25]=1)[CH2:3][CH2:4][CH2:5][CH2:6][CH2:7][CH2:8][CH3:9], predict the reactants needed to synthesize it. The reactants are: Cl.[CH2:2]([N:10]([CH3:26])[C:11](=[NH:25])[NH:12][C:13](=[NH:24])[NH:14][CH2:15][C:16]1[CH:21]=[CH:20][C:19]([Cl:22])=[C:18]([Cl:23])[CH:17]=1)[CH2:3][CH2:4][CH2:5][CH2:6][CH2:7][CH2:8][CH3:9].[CH2:27]([OH:29])[CH3:28].S(=O)(=O)(O)[OH:31].[CH3:35][C:36]([CH3:38])=O. (7) Given the product [Cl:10][C:11]1[CH:18]=[CH:17][C:16]([Cl:19])=[CH:15][C:12]=1[CH2:13][NH:14][C:4](=[O:5])[CH:3]([O:8][CH3:9])[O:2][CH3:1], predict the reactants needed to synthesize it. The reactants are: [CH3:1][O:2][CH:3]([O:8][CH3:9])[C:4](OC)=[O:5].[Cl:10][C:11]1[CH:18]=[CH:17][C:16]([Cl:19])=[CH:15][C:12]=1[CH2:13][NH2:14].